From a dataset of Catalyst prediction with 721,799 reactions and 888 catalyst types from USPTO. Predict which catalyst facilitates the given reaction. (1) Reactant: [CH:1](NC(C)C)(C)C.[Li+].CCC[CH2-].CCCCCC.[Br:19][C:20]1[CH:25]=[CH:24][CH:23]=[C:22]([F:26])[N:21]=1.IC. Product: [Br:19][C:20]1[N:21]=[C:22]([F:26])[C:23]([CH3:1])=[CH:24][CH:25]=1. The catalyst class is: 1. (2) Reactant: [CH3:1][CH2:2][CH2:3][C@H:4]([NH:10][C@H:11]([C:13]([N:15]1[C@H:23]([C:24]([OH:26])=[O:25])[CH2:22][C@H:21]2[C@@H:16]1[CH2:17][CH2:18][CH2:19][CH2:20]2)=[O:14])[CH3:12])[C:5]([O:7][CH2:8][CH3:9])=[O:6].[NH2:27][C@H:28]([C:36]([OH:38])=[O:37])[CH2:29][CH2:30][CH2:31][NH:32][C:33](=[NH:35])[NH2:34].C1CCCCC1.CC(N(C)C)=O. Product: [CH3:1][CH2:2][CH2:3][C@H:4]([NH:10][C@H:11]([C:13]([N:15]1[C@H:23]([C:24]([OH:26])=[O:25])[CH2:22][C@H:21]2[C@@H:16]1[CH2:17][CH2:18][CH2:19][CH2:20]2)=[O:14])[CH3:12])[C:5]([O:7][CH2:8][CH3:9])=[O:6].[CH2:30]([CH2:31][NH:32][C:33]([NH2:35])=[NH:34])[CH2:29][C@H:28]([NH2:27])[C:36]([OH:38])=[O:37]. The catalyst class is: 6. (3) Reactant: [CH2:1]([NH:3][C:4]1[O:5][CH2:6][C:7](=[O:14])[C:8]=1[C:9]([O:11][CH2:12][CH3:13])=[O:10])[CH3:2].[NH:15]1[C:23]2[C:18](=[CH:19][CH:20]=[CH:21][N:22]=2)[C:17]([CH:24]=O)=[CH:16]1.[ClH:26]. Product: [ClH:26].[NH:15]1[C:23]2=[N:22][CH:21]=[CH:20][CH:19]=[C:18]2[C:17]([CH:24]=[C:6]2[O:5][C:4]([NH:3][CH2:1][CH3:2])=[C:8]([C:9]([O:11][CH2:12][CH3:13])=[O:10])[C:7]2=[O:14])=[CH:16]1. The catalyst class is: 8. (4) Reactant: Cl.[Cl:2][C:3]1[C:8]([F:9])=[CH:7][CH:6]=[C:5]([Cl:10])[C:4]=1[CH:11]([O:14][Si:15]([CH2:20][CH3:21])([CH2:18][CH3:19])[CH2:16][CH3:17])[CH2:12][NH2:13].C([O-])(O)=O.[Na+]. Product: [Cl:2][C:3]1[C:8]([F:9])=[CH:7][CH:6]=[C:5]([Cl:10])[C:4]=1[CH:11]([O:14][Si:15]([CH2:16][CH3:17])([CH2:20][CH3:21])[CH2:18][CH3:19])[CH2:12][NH2:13]. The catalyst class is: 2. (5) Reactant: [Cl:1][C:2]1[N:10]=[C:9]([Cl:11])[CH:8]=[CH:7][C:3]=1[C:4]([OH:6])=O.CCN=C=NCCCN(C)C.[O:23]([C:30]1[CH:37]=[CH:36][C:33]([CH2:34][NH2:35])=[CH:32][CH:31]=1)[C:24]1[CH:29]=[CH:28][CH:27]=[CH:26][CH:25]=1.CN(C=O)C. Product: [O:23]([C:30]1[CH:31]=[CH:32][C:33]([CH2:34][NH:35][C:4](=[O:6])[C:3]2[CH:7]=[CH:8][C:9]([Cl:11])=[N:10][C:2]=2[Cl:1])=[CH:36][CH:37]=1)[C:24]1[CH:29]=[CH:28][CH:27]=[CH:26][CH:25]=1. The catalyst class is: 6.